Dataset: Catalyst prediction with 721,799 reactions and 888 catalyst types from USPTO. Task: Predict which catalyst facilitates the given reaction. (1) Reactant: [F:1][C:2]1[C:10]([F:11])=[CH:9][C:5]([C:6](O)=[O:7])=[C:4]([N+:12]([O-:14])=[O:13])[CH:3]=1.C1COCC1. Product: [F:1][C:2]1[C:10]([F:11])=[CH:9][C:5]([CH2:6][OH:7])=[C:4]([N+:12]([O-:14])=[O:13])[CH:3]=1. The catalyst class is: 5. (2) Reactant: [N:1]12[CH2:8][CH2:7][CH:4]([CH2:5][CH2:6]1)[CH:3]([NH:9][C:10]([NH:12][C:13]([C:15]1[C:20]([NH2:21])=[N:19][C:18]([NH2:22])=[C:17]([Cl:23])[N:16]=1)=[O:14])=[NH:11])[CH2:2]2.[CH3:24][O:25][C:26]1[CH:27]=[C:28]([CH:31]=[C:32]([O:36][CH3:37])[C:33]=1[O:34][CH3:35])[CH2:29]Cl. Product: [Cl-:23].[NH2:21][C:20]1[C:15]([C:13]([N:12]=[C:10]([NH2:11])[NH:9][CH:3]2[CH:4]3[CH2:7][CH2:8][N+:1]([CH2:29][C:28]4[CH:31]=[C:32]([O:36][CH3:37])[C:33]([O:34][CH3:35])=[C:26]([O:25][CH3:24])[CH:27]=4)([CH2:6][CH2:5]3)[CH2:2]2)=[O:14])=[N:16][C:17]([Cl:23])=[C:18]([NH2:22])[N:19]=1. The catalyst class is: 3. (3) Reactant: [CH:1](=O)[CH3:2].[ClH:4].Cl.Cl.[CH3:7][O:8][C:9]1[CH:33]=[CH:32][C:12]([CH2:13][NH:14][C:15]([NH:17][C:18]([NH:20][CH2:21][CH2:22][CH2:23][CH2:24][CH2:25][CH2:26][CH2:27][CH2:28][CH2:29][CH2:30][CH3:31])=[NH:19])=[NH:16])=[CH:11][CH:10]=1. Product: [ClH:4].[CH2:21]([NH:20][CH:18]1[N:19]=[C:1]([CH3:2])[N:16]=[C:15]([NH:14][CH2:13][C:12]2[CH:11]=[CH:10][C:9]([O:8][CH3:7])=[CH:33][CH:32]=2)[NH:17]1)[CH2:22][CH2:23][CH2:24][CH2:25][CH2:26][CH2:27][CH2:28][CH2:29][CH2:30][CH3:31]. The catalyst class is: 8. (4) The catalyst class is: 19. Product: [CH3:1][O:2][C:3](=[O:19])[C:4]1[CH:9]=[CH:8][C:7]([NH2:10])=[CH:6][C:5]=1[C:13]1[CH:14]=[CH:15][CH:16]=[CH:17][CH:18]=1. Reactant: [CH3:1][O:2][C:3](=[O:19])[C:4]1[CH:9]=[CH:8][C:7]([N+:10]([O-])=O)=[CH:6][C:5]=1[C:13]1[CH:18]=[CH:17][CH:16]=[CH:15][CH:14]=1.C([O-])=O.[NH4+]. (5) Reactant: [H-].[Na+].C(OP([CH2:11][C:12]([O:14][CH3:15])=[O:13])(OCC)=O)C.[Si:16]([O:23][CH:24]([C:31]1[CH:40]=[CH:39][C:38]2[C:33](=[CH:34][CH:35]=[CH:36][CH:37]=2)[CH:32]=1)[CH2:25][CH2:26][CH2:27][CH2:28][CH:29]=O)([C:19]([CH3:22])([CH3:21])[CH3:20])([CH3:18])[CH3:17]. Product: [Si:16]([O:23][CH:24]([C:31]1[CH:40]=[CH:39][C:38]2[C:33](=[CH:34][CH:35]=[CH:36][CH:37]=2)[CH:32]=1)[CH2:25][CH2:26][CH2:27][CH2:28][CH:29]=[CH:11][C:12]([O:14][CH3:15])=[O:13])([C:19]([CH3:20])([CH3:21])[CH3:22])([CH3:18])[CH3:17]. The catalyst class is: 1. (6) Reactant: [NH2:1][C:2]1[C:3]([C:7]([O:9]C)=O)=[CH:4][S:5][CH:6]=1.[C:11]([C:16]#[N:17])(=[O:15])[O:12][CH2:13][CH3:14].Cl. Product: [OH:9][C:7]1[C:3]2[C:2](=[CH:6][S:5][CH:4]=2)[N:1]=[C:16]([C:11]([O:12][CH2:13][CH3:14])=[O:15])[N:17]=1. The catalyst class is: 52.